From a dataset of hERG Central: cardiac toxicity at 1µM, 10µM, and general inhibition. Predict hERG channel inhibition at various concentrations. (1) Results: hERG_inhib (hERG inhibition (general)): blocker. The compound is O=C1N(Cc2cccnc2)C[C@@H]2C[C@@H](c3cccc(OC4CCCC4)c3)N3CCC[C@@]123. (2) The molecule is COc1ccc(C(=O)C2CCCN(C3Cc4ccccc4C3)C2)c(OC)c1. Results: hERG_inhib (hERG inhibition (general)): blocker.